This data is from Full USPTO retrosynthesis dataset with 1.9M reactions from patents (1976-2016). The task is: Predict the reactants needed to synthesize the given product. Given the product [CH3:1][C@@H:2]1[C@H:20]([OH:21])[C@@H:19]([CH3:22])[C:17](=[O:18])[C:16]([CH3:23])([CH3:24])[C@@H:15]([OH:25])[CH2:14][C:12](=[O:13])[O:11][C@H:10](/[C:26](/[CH3:34])=[CH:27]/[C:28]2[N:32]=[C:31]([CH3:33])[S:30][CH:29]=2)[CH2:9][C@@H:7]2[O:8][C@:6]2([CH3:35])[CH2:5][CH2:4][CH2:3]1, predict the reactants needed to synthesize it. The reactants are: [CH3:1][C@@H:2]1[C@H:20]([OH:21])[C@@H:19]([CH3:22])[C:17](=[O:18])[C:16]([CH3:24])([CH3:23])[C@@H:15]([OH:25])[CH2:14][C:12](=[O:13])[O:11][C@H:10](/[C:26](/[CH3:34])=[CH:27]/[C:28]2[N:32]=[C:31]([CH3:33])[S:30][CH:29]=2)[CH2:9][C@@H:7]2[O:8][C@:6]2([CH3:35])[CH2:5][CH:4]=[CH:3]1.CCN(CC)CC.CCCCCC.CCOC(C)=O.